From a dataset of Experimentally validated miRNA-target interactions with 360,000+ pairs, plus equal number of negative samples. Binary Classification. Given a miRNA mature sequence and a target amino acid sequence, predict their likelihood of interaction. (1) The protein sequence of the target gene is MAWNSPSRRPVWQGGAPREDGGARGVWLPSSGQVSAQRTGRRLVGLEPTPTGSLTPRPPRPVPGMPRARKGNTLRKGGQRRGGGARSSAQADSGSSDDEAASEARSTASECPSLLSTTAEDSLGGDVVDEQGQQEDLEEKLKEYVDCLTDKSAKTRQGALESLRLALASRLLPDFLLERRLTLADALEKCLKKGKGEEQALAAAVLGLLCVQLGPGPKGEELFHSLQPLLVSVLSDSTASPAARLHCASALGLGCYVAAADIQDLVSCLACLESVFSRFYGLGGSSTSPVVPASLHGLLS.... Result: 0 (no interaction). The miRNA is mmu-miR-710 with sequence CCAAGUCUUGGGGAGAGUUGAG. (2) The miRNA is hsa-miR-6885-5p with sequence AGGGGGGCACUGCGCAAGCAAAGCC. The protein sequence of the target gene is MSEYIRVTEDENDEPIEIPSEDDGTVLLSTVTAQFPGACGLRYRNPVSQCMRGVRLVEGILHAPDAGWGNLVYVVNYPKDNKRKMDETDASSAVKVKRAVQKTSDLIVLGLPWKTTEQDLKDYFSTFGEVLMVQVKKDLKTGHSKGFGFVRFTEYETQVKVMSQRHMIDGRWCDCKLPNSKQSPDEPLRSRKVFVGRCTEDMTAEELQQFFCQYGEVVDVFIPKPFRAFAFVTFADDKVAQSLCGEDLIIKGISVHISNAEPKHNSNRQLERSGRFGGNPGGFGNQGGFGNSRGGGAGLG.... Result: 0 (no interaction).